Dataset: Forward reaction prediction with 1.9M reactions from USPTO patents (1976-2016). Task: Predict the product of the given reaction. (1) The product is: [F:1][C:2]1[CH:3]=[C:4]([OH:11])[C:5]([CH3:10])=[C:6]([CH:9]=1)[C:7]#[N:8]. Given the reactants [F:1][C:2]1[CH:3]=[C:4]([O:11]C)[C:5]([CH3:10])=[C:6]([CH:9]=1)[C:7]#[N:8].B(Br)(Br)Br, predict the reaction product. (2) Given the reactants [Br-].[Mg+2].[Br-].C([O:11][C:12]1[CH:21]=[C:20]([O:22][CH2:23][C:24]2[CH:29]=[CH:28][CH:27]=[CH:26][CH:25]=2)[CH:19]=[C:18]2[C:13]=1[C:14](=[O:30])[NH:15][CH:16]=[N:17]2)C1C=CC=CC=1, predict the reaction product. The product is: [CH2:23]([O:22][C:20]1[CH:19]=[C:18]2[C:13]([C:14](=[O:30])[NH:15][CH:16]=[N:17]2)=[C:12]([OH:11])[CH:21]=1)[C:24]1[CH:25]=[CH:26][CH:27]=[CH:28][CH:29]=1. (3) Given the reactants [NH:1]1[C:9]2[C:4](=[CH:5][CH:6]=[CH:7][CH:8]=2)[C:3](/[CH:10]=[C:11]2\[O:12][C:13]3[C:20]([C:21]([N:23]4[CH2:28][CH2:27][N:26](C(OC(C)(C)C)=O)[CH2:25][CH2:24]4)=[O:22])=[C:19]([OH:36])[CH:18]=[CH:17][C:14]=3[C:15]\2=[O:16])=[N:2]1.Cl, predict the reaction product. The product is: [NH:1]1[C:9]2[C:4](=[CH:5][CH:6]=[CH:7][CH:8]=2)[C:3](/[CH:10]=[C:11]2\[O:12][C:13]3[C:20]([C:21]([N:23]4[CH2:24][CH2:25][NH:26][CH2:27][CH2:28]4)=[O:22])=[C:19]([OH:36])[CH:18]=[CH:17][C:14]=3[C:15]\2=[O:16])=[N:2]1. (4) Given the reactants CC(OC(=O)C)C(=O)C.C(O[CH:13](OCC)[CH2:14][C:15](=O)[CH:16]([O:18][C:19](=[O:21])[CH3:20])[CH3:17])C.S(O)(O)(=O)=O.[NH2:31][C:32]1[NH:33][CH:34]=[CH:35][N:36]=1.[NH2:31][C:32]1[NH:33][CH:34]=[CH:35][N:36]=1, predict the reaction product. The product is: [N:33]1[CH:34]=[CH:35][N:36]2[CH:13]=[CH:14][C:15]([CH:16]([O:18][C:19](=[O:21])[CH3:20])[CH3:17])=[N:31][C:32]=12. (5) Given the reactants [CH3:1][N:2]1[C:6](=[O:7])[CH2:5][NH:4][C:3]1=[O:8].[C:9]([C:13]1[CH:20]=[CH:19][C:16]([CH:17]=O)=[CH:15][CH:14]=1)([CH3:12])([CH3:11])[CH3:10].N1CCCCC1.C(O)(=O)C, predict the reaction product. The product is: [C:9]([C:13]1[CH:14]=[CH:15][C:16]([CH:17]=[C:5]2[NH:4][C:3](=[O:8])[N:2]([CH3:1])[C:6]2=[O:7])=[CH:19][CH:20]=1)([CH3:12])([CH3:10])[CH3:11]. (6) Given the reactants [C:1]([C:3]1[CH:8]=[CH:7][C:6](B(O)O)=[CH:5][CH:4]=1)#[N:2].[N:12]1([CH2:17][C:18]2[CH:19]=[CH:20][C:21](Br)=[N:22][CH:23]=2)[CH:16]=[CH:15][N:14]=[CH:13]1, predict the reaction product. The product is: [N:12]1([CH2:17][C:18]2[CH:19]=[CH:20][C:21]([C:6]3[CH:7]=[CH:8][C:3]([C:1]#[N:2])=[CH:4][CH:5]=3)=[N:22][CH:23]=2)[CH:16]=[CH:15][N:14]=[CH:13]1.